Dataset: Catalyst prediction with 721,799 reactions and 888 catalyst types from USPTO. Task: Predict which catalyst facilitates the given reaction. (1) Reactant: [F:1][C:2]([F:22])([F:21])[C:3]1[CH:8]=[C:7]([C:9]([F:12])([F:11])[F:10])[CH:6]=[CH:5][C:4]=1[C:13]1[C:14]([CH3:20])=[N:15][C:16]([CH3:19])=[CH:17][CH:18]=1.C1C(=O)N(Br)C(=O)C1.C(OOC(=O)C1C=CC=CC=1)(=O)C1C=CC=CC=1.FC(F)(F)C1C=C(C(F)(F)F)C=CC=1C1C(CBr)=NC(C)=CC=1.FC(F)(F)C1C=C(C(F)(F)F)C=CC=1C1C(C)=NC(CBr)=CC=1.[F:95][C:96]1[C:101]([F:102])=[CH:100][CH:99]=[CH:98][C:97]=1[C:103]1[N:111]=[C:106]2[CH:107]=[N:108][NH:109][CH:110]=[C:105]2[N:104]=1. Product: [F:22][C:2]([F:21])([F:1])[C:3]1[CH:8]=[C:7]([C:9]([F:12])([F:10])[F:11])[CH:6]=[CH:5][C:4]=1[C:13]1[C:14]([CH2:20][N:108]2[CH:107]=[C:106]3[N:111]=[C:103]([C:97]4[CH:98]=[CH:99][CH:100]=[C:101]([F:102])[C:96]=4[F:95])[N:104]=[C:105]3[CH:110]=[N:109]2)=[N:15][C:16]([CH3:19])=[CH:17][CH:18]=1. The catalyst class is: 53. (2) Product: [NH2:11][C@@H:12]([CH2:18][CH2:19][C:20](=[O:37])[N:21]1[CH2:22][CH2:23][C:24]2([CH2:28][N:27]([C:29]3[CH:34]=[CH:33][N:32]=[CH:31][CH:30]=3)[CH2:26][CH2:25]2)[CH2:35][CH2:36]1)[C:13]([O:15][CH2:16][CH3:17])=[O:14]. The catalyst class is: 256. Reactant: C(OC([NH:11][C@@H:12]([CH2:18][CH2:19][C:20](=[O:37])[N:21]1[CH2:36][CH2:35][C:24]2([CH2:28][N:27]([C:29]3[CH:34]=[CH:33][N:32]=[CH:31][CH:30]=3)[CH2:26][CH2:25]2)[CH2:23][CH2:22]1)[C:13]([O:15][CH2:16][CH3:17])=[O:14])=O)C1C=CC=CC=1.